Dataset: Experimentally validated miRNA-target interactions with 360,000+ pairs, plus equal number of negative samples. Task: Binary Classification. Given a miRNA mature sequence and a target amino acid sequence, predict their likelihood of interaction. (1) The miRNA is hsa-miR-6884-5p with sequence AGAGGCUGAGAAGGUGAUGUUG. The protein sequence of the target gene is MKCKPNQTRTYDPEGFKKRAACLCFRSEREDEVLLVSSSRYPDRWIVPGGGMEPEEEPGGAAVREVYEEAGVKGKLGRLLGVFEQNQDRKHRTYVYVLTVTELLEDWEDSVSIGRKREWFKVEDAIKVLQCHKPVHAEYLEKLKLGGSPTNGNSMAPSSPDSDP. Result: 0 (no interaction). (2) The miRNA is hsa-miR-586 with sequence UAUGCAUUGUAUUUUUAGGUCC. The protein sequence of the target gene is MLAYSSVHCFREDKMKFTIVFAGLLGVFLAPALANYNINVNDDNNNAGSGQQSVSVNNEHNVANVDNNNGWDSWNSIWDYGNGFAATRLFQKKTCIVHKMNKEVMPSIQSLDALVKEKKLQGKGPGGPPPKGLMYSVNPNKVDDLSKFGKNIANMCRGIPTYMAEEMQEASLFFYSGTCYTTSVLWIVDISFCGDTVEN. Result: 0 (no interaction). (3) The miRNA is mmu-miR-379-5p with sequence UGGUAGACUAUGGAACGUAGG. The protein sequence of the target gene is MEAEEAQRGASPPISAIEEFSIIPEAPMRSSQVSALGLEAQEDEDPSYKWREEHRLSATQQSELRDVCDYAIETMPSFPKEGSADVEPNQESLVAEACDTPEHWEAVPQSLAGRQARTLAPPELWACPIQSEHLDMAPFSSDLGSEEEEVEFWPGLTSLTLGSGQAEEEEETSSDNSGQTRYYSPCEEHPAETNQNEGSESGTIRQGEELPPEELQESQGLLHPQEVQVLEEQGQQEAGFRGEGTLREDVCADGLLGEEQMIEQVNDEKGEQKQKQEQVQDVMLGRQGERMGLTGEPEGL.... Result: 0 (no interaction). (4) The miRNA is hsa-miR-4666a-5p with sequence AUACAUGUCAGAUUGUAUGCC. The protein sequence of the target gene is MSLSENSVFAYESSVHSTNVLLSLNDQRKKDVLCDVTIFVEGQRFRAHRSVLAACSSYFHSRIVGQADGELNITLPEEVTVKGFEPLIQFAYTAKLILSKENVDEVCKCVEFLSVHNIEESCFQFLKFKFLDSTADQQECPRKKCFSSHCQKTDLKLSLLDQRDLETDEVEEFLENKNVQTPQCKLRRYQGNAKASPPLQDSASQTYESMCLEKDAALALPSLCPKYRKFQKAFGTDRVRTGESSVKDIHASVQPNERSENECLGGVPECRDLQVMLKCDESKLAMEPEETKKDPASQCP.... Result: 1 (interaction). (5) The miRNA is hsa-miR-6724-5p with sequence CUGGGCCCGCGGCGGGCGUGGGG. The protein sequence of the target gene is MEALGDLEGPRAPGGDDPAGSAGETPGWLSREQVFVLISAASVNLGSMMCYSILGPFFPKEAEKKGASNTIIGMIFGCFALFELLASLVFGNYLVHIGAKFMFVAGMFVSGGVTILFGVLDRVPDGPVFIAMCFLVRVMDAVSFAAAMTASSSILAKAFPNNVATVLGSLETFSGLGLILGPPVGGFLYQSFGYEVPFIVLGCVVLLMVPLNMYILPNYESDPGEHSFWKLIALPKVGLIAFVINSLSSCFGFLDPTLSLFVLEKFNLPAGYVGLVFLGMALSYAISSPLFGLLSDKRPP.... Result: 0 (no interaction). (6) The miRNA is mmu-miR-876-5p with sequence UGGAUUUCUCUGUGAAUCACUA. The protein sequence of the target gene is MQPMVMQGCPYTLPRCHDWQAADQFHHSSSLRSTCPHPQVRAAVTSPAPPQDGAGVPCLSLKLLNGSVGASGPLEPPAMNLCWNEIKKKSHNLRARLEAFSDHSGKLQLPLQEIIDWLSQKDEELSAQLPLQGDVALVQQEKETHAAFMEEVKSRGPYIYSVLESAQAFLSQHPFEELEEPHSESKDTSPKQRIQNLSRFVWKQATVASELWEKLTARCVDQHRHIERTLEQLLEIQGAMEELSTTLSQAEGVRATWEPIGDLFIDSLPEHIQAIKLFKEEFSPMKDGVKLVNDLAHQLA.... Result: 0 (no interaction). (7) The miRNA is hsa-miR-619-5p with sequence GCUGGGAUUACAGGCAUGAGCC. The protein sequence of the target gene is MLPCAAGARGRGAMVVLRAGKKTFLPPLCRAFACRGCQLAPERGAERRDTAPSGVSRFCPPRKSCHDWIGPPDKYSNLRPVHFYIPENESPLEQKLRKLRQETQEWNQQFWANQNLTFSKEKEEFIHSRLKTKGLGLRTESGQKATLNAEEMADFYKEFLSKNFQKHMYYNRDWYKRNFAITFFMGKVALERIWNKLKQKQKKRSN. Result: 0 (no interaction). (8) The miRNA is hsa-miR-934 with sequence UGUCUACUACUGGAGACACUGG. The protein sequence of the target gene is MMIHGFQSSHRDFCFGPWKLTASKTHIMKSADVEKLADELHMPSLPEMMFGDNVLRIQHGSGFGIEFNATDALRCVNNYQGMLKVACAEEWQESRTEGEHSKEVIKPYDWTYTTDYKGTLLGESLKLKVVPTTDHIDTEKLKAREQIKFFEEVLLFEDELHDHGVSSLSVKIRVMPSSFFLLLRFFLRIDGVLIRMNDTRLYHEADKTYMLREYTSRESKISSLMHVPPSLFTEPNEISQYLPIKEAVCEKLIFPERIDPNPADSQKSTQVE. Result: 1 (interaction).